This data is from Reaction yield outcomes from USPTO patents with 853,638 reactions. The task is: Predict the reaction yield, written as a fraction of the theoretical maximum amount of product (1.0 means a 100% yield; for example, 0.34 means a 34% yield). (1) The reactants are [N+:1]([O-:4])(O)=[O:2].[CH3:5][O:6][C:7]1[CH:12]=[CH:11][CH:10]=[CH:9][C:8]=1[OH:13]. The catalyst is C(Cl)Cl. The product is [CH3:5][O:6][C:7]1[C:12]([N+:1]([O-:4])=[O:2])=[CH:11][CH:10]=[CH:9][C:8]=1[OH:13]. The yield is 0.290. (2) The reactants are Cl[C:2]1[CH:3]=[CH:4][C:5]2[O:14][CH2:13][CH2:12][C:11]3[CH:10]=[C:9]([C:15]4[N:16]([C:20]5[CH:25]=[CH:24][C:23]([F:26])=[CH:22][C:21]=5[F:27])[N:17]=[CH:18][N:19]=4)[S:8][C:7]=3[C:6]=2[N:28]=1.[CH2:29]([OH:33])[CH2:30][C:31]#[CH:32]. No catalyst specified. The product is [F:27][C:21]1[CH:22]=[C:23]([F:26])[CH:24]=[CH:25][C:20]=1[N:16]1[C:15]([C:9]2[S:8][C:7]3[C:6]4[N:28]=[C:2]([C:32]#[C:31][CH2:30][CH2:29][OH:33])[CH:3]=[CH:4][C:5]=4[O:14][CH2:13][CH2:12][C:11]=3[CH:10]=2)=[N:19][CH:18]=[N:17]1. The yield is 0.810.